From a dataset of Full USPTO retrosynthesis dataset with 1.9M reactions from patents (1976-2016). Predict the reactants needed to synthesize the given product. (1) Given the product [CH3:13][C:11]1[N:10]=[C:9]([CH:14]2[C:19]3=[N:20][NH:21][C:22](=[O:27])[C:23]4[CH:24]=[CH:25][CH:26]=[C:17]([C:18]=43)[NH:16][CH:15]2[C:28]2[CH:33]=[CH:32][CH:31]=[CH:30][CH:29]=2)[NH:8][CH:12]=1, predict the reactants needed to synthesize it. The reactants are: C([N:8]1[CH:12]=[C:11]([CH3:13])[N:10]=[C:9]1[CH:14]1[C:19]2=[N:20][NH:21][C:22](=[O:27])[C:23]3[CH:24]=[CH:25][CH:26]=[C:17]([C:18]=32)[NH:16][CH:15]1[C:28]1[CH:33]=[CH:32][CH:31]=[CH:30][CH:29]=1)C1C=CC=CC=1. (2) The reactants are: [OH-].[Na+].[F:3][C:4]1[CH:39]=[CH:38][CH:37]=[C:36]([F:40])[C:5]=1[C:6]([NH:8][C@@H:9]([CH2:15][C:16]1[CH:21]=[CH:20][C:19]([C:22]2[C:27]([O:28][CH3:29])=[CH:26][C:25]([CH2:30][O:31][CH2:32][CH3:33])=[CH:24][C:23]=2[O:34][CH3:35])=[CH:18][CH:17]=1)[C:10]([O:12]CC)=[O:11])=[O:7].Cl. Given the product [F:3][C:4]1[CH:39]=[CH:38][CH:37]=[C:36]([F:40])[C:5]=1[C:6]([NH:8][C@@H:9]([CH2:15][C:16]1[CH:17]=[CH:18][C:19]([C:22]2[C:23]([O:34][CH3:35])=[CH:24][C:25]([CH2:30][O:31][CH2:32][CH3:33])=[CH:26][C:27]=2[O:28][CH3:29])=[CH:20][CH:21]=1)[C:10]([OH:12])=[O:11])=[O:7], predict the reactants needed to synthesize it. (3) Given the product [CH2:47]([O:54][C:55]1[CH:63]=[CH:62][C:61]2[N:60]3[CH2:64][CH2:65][C@H:66]([CH2:67][C:68]([O:70][C:71]([CH3:74])([CH3:73])[CH3:72])=[O:69])[C:59]3=[CH:58][C:57]=2[CH:56]=1)[C:48]1[CH:49]=[CH:50][CH:51]=[CH:52][CH:53]=1, predict the reactants needed to synthesize it. The reactants are: C1C=CC(P(C2C=CC3C(=CC=CC=3)C=2C2C3C(=CC=CC=3)C=CC=2P(C2C=CC=CC=2)C2C=CC=CC=2)C2C=CC=CC=2)=CC=1.[CH2:47]([O:54][C:55]1[CH:63]=[CH:62][C:61]2[N:60]3[CH2:64][CH2:65]/[C:66](=[CH:67]/[C:68]([O:70][C:71]([CH3:74])([CH3:73])[CH3:72])=[O:69])/[C:59]3=[CH:58][C:57]=2[CH:56]=1)[C:48]1[CH:53]=[CH:52][CH:51]=[CH:50][CH:49]=1.CC(O)(C)C.[NH4+].[Cl-]. (4) Given the product [C:1]([O:5][C:6](=[O:7])[NH:8][CH:9]([C:29](=[O:33])[N:30]([CH3:32])[CH3:31])[CH2:10][C:11]1[CH:28]=[CH:27][C:14]([O:15][C:16]2[CH:17]=[CH:18][C:19]([CH2:22][CH2:23][C:24](=[O:26])[NH2:36])=[CH:20][CH:21]=2)=[CH:13][CH:12]=1)([CH3:3])([CH3:4])[CH3:2], predict the reactants needed to synthesize it. The reactants are: [C:1]([O:5][C:6]([NH:8][CH:9]([C:29](=[O:33])[N:30]([CH3:32])[CH3:31])[CH2:10][C:11]1[CH:28]=[CH:27][C:14]([O:15][C:16]2[CH:21]=[CH:20][C:19]([CH2:22][CH2:23][C:24]([OH:26])=O)=[CH:18][CH:17]=2)=[CH:13][CH:12]=1)=[O:7])([CH3:4])([CH3:3])[CH3:2].C([N:36](CC)CC)C.CN([P+](ON1N=NC2C=CC=CC1=2)(N(C)C)N(C)C)C.F[P-](F)(F)(F)(F)F. (5) Given the product [CH3:48][C@@:38]([S:44]([CH3:47])(=[O:45])=[O:46])([CH2:37][CH2:36][N:1]1[CH:5]=[C:4]([B:6]2[O:8][C:19]([CH3:24])([CH3:25])[C:20]([CH3:22])([CH3:23])[O:7]2)[CH:3]=[N:2]1)[C:39]([O:41][CH2:42][CH3:43])=[O:40], predict the reactants needed to synthesize it. The reactants are: [NH:1]1[CH:5]=[C:4]([B:6]([OH:8])[OH:7])[CH:3]=[N:2]1.[CH3:24][C:19]1([CH3:25])[C:20]([CH3:23])([CH3:22])OB(B2O[C:20]([CH3:23])([CH3:22])[C:19]([CH3:25])([CH3:24])O2)O1.C([O-])([O-])=O.[Cs+].[Cs+].[Na+].[I-].Br[CH2:36][CH2:37][C@@:38]([CH3:48])([S:44]([CH3:47])(=[O:46])=[O:45])[C:39]([O:41][CH2:42][CH3:43])=[O:40].